Dataset: NCI-60 drug combinations with 297,098 pairs across 59 cell lines. Task: Regression. Given two drug SMILES strings and cell line genomic features, predict the synergy score measuring deviation from expected non-interaction effect. (1) Drug 1: CC12CCC(CC1=CCC3C2CCC4(C3CC=C4C5=CN=CC=C5)C)O. Drug 2: CC1=C(C=C(C=C1)C(=O)NC2=CC(=CC(=C2)C(F)(F)F)N3C=C(N=C3)C)NC4=NC=CC(=N4)C5=CN=CC=C5. Cell line: SK-MEL-28. Synergy scores: CSS=4.16, Synergy_ZIP=1.55, Synergy_Bliss=7.19, Synergy_Loewe=2.52, Synergy_HSA=3.15. (2) Drug 1: CCC1(CC2CC(C3=C(CCN(C2)C1)C4=CC=CC=C4N3)(C5=C(C=C6C(=C5)C78CCN9C7C(C=CC9)(C(C(C8N6C=O)(C(=O)OC)O)OC(=O)C)CC)OC)C(=O)OC)O.OS(=O)(=O)O. Drug 2: CCCCCOC(=O)NC1=NC(=O)N(C=C1F)C2C(C(C(O2)C)O)O. Cell line: SF-539. Synergy scores: CSS=11.5, Synergy_ZIP=3.25, Synergy_Bliss=4.27, Synergy_Loewe=3.48, Synergy_HSA=4.04. (3) Drug 1: CC1CCC2CC(C(=CC=CC=CC(CC(C(=O)C(C(C(=CC(C(=O)CC(OC(=O)C3CCCCN3C(=O)C(=O)C1(O2)O)C(C)CC4CCC(C(C4)OC)O)C)C)O)OC)C)C)C)OC. Drug 2: CCC1=C2CN3C(=CC4=C(C3=O)COC(=O)C4(CC)O)C2=NC5=C1C=C(C=C5)O. Cell line: OVCAR-5. Synergy scores: CSS=20.7, Synergy_ZIP=-8.45, Synergy_Bliss=-8.58, Synergy_Loewe=-8.76, Synergy_HSA=-5.49.